Dataset: TCR-epitope binding with 47,182 pairs between 192 epitopes and 23,139 TCRs. Task: Binary Classification. Given a T-cell receptor sequence (or CDR3 region) and an epitope sequence, predict whether binding occurs between them. (1) The epitope is FVDGVPFVV. The TCR CDR3 sequence is CASSLARSRETQYF. Result: 1 (the TCR binds to the epitope). (2) The epitope is LLLGIGILV. The TCR CDR3 sequence is CASSQELQVANLYGYTF. Result: 0 (the TCR does not bind to the epitope). (3) The epitope is VTEHDTLLY. The TCR CDR3 sequence is CASSSPNGSLYEQYF. Result: 0 (the TCR does not bind to the epitope). (4) The epitope is RISNCVADY. The TCR CDR3 sequence is CASSPGGQLKNIQYF. Result: 0 (the TCR does not bind to the epitope). (5) The epitope is YSEHPTFTSQY. The TCR CDR3 sequence is CATSSPQGASDEQYF. Result: 1 (the TCR binds to the epitope). (6) The epitope is MPASWVMRI. The TCR CDR3 sequence is CASSPGLLTYNEQFF. Result: 1 (the TCR binds to the epitope). (7) The TCR CDR3 sequence is CASAPGQGWGYTF. Result: 1 (the TCR binds to the epitope). The epitope is ELAGIGILTV.